From a dataset of Full USPTO retrosynthesis dataset with 1.9M reactions from patents (1976-2016). Predict the reactants needed to synthesize the given product. (1) Given the product [N:10]1([C:5]2[CH:6]=[CH:7][CH:8]=[CH:9][C:4]=2[NH2:1])[CH2:11][CH2:12][CH2:13][CH2:14]1, predict the reactants needed to synthesize it. The reactants are: [N+:1]([C:4]1[CH:9]=[CH:8][CH:7]=[CH:6][C:5]=1[N:10]1[CH2:14][CH2:13][CH2:12][CH2:11]1)([O-])=O. (2) Given the product [Cl:1][C:2]1[CH:11]=[C:10]([CH3:12])[CH:9]=[CH:8][C:3]=1[C:4]([OH:6])=[O:5], predict the reactants needed to synthesize it. The reactants are: [Cl:1][C:2]1[CH:11]=[C:10]([CH3:12])[CH:9]=[CH:8][C:3]=1[C:4]([O:6]C)=[O:5].[Li+].[OH-]. (3) The reactants are: [F:1][C:2]1([F:10])[CH2:6][CH2:5][CH:4](C(O)=O)[CH2:3]1.C1C=CC(P([N:25]=[N+]=[N-])(C2C=CC=CC=2)=O)=CC=1.[Cl:28][C:29]1[CH:30]=[C:31]([C:36]2[C:44]([C:45]([NH2:47])=[O:46])=[C:39]3[CH2:40][NH:41][CH2:42][CH2:43][N:38]3[N:37]=2)[CH:32]=[CH:33][C:34]=1[F:35].C1[CH2:52][O:51]CC1. Given the product [Cl:28][C:29]1[CH:30]=[C:31]([C:36]2[C:44]([C:45]([NH2:47])=[O:46])=[C:39]3[CH2:40][N:41]([C:52]([NH:25][CH:4]4[CH2:5][CH2:6][C:2]([F:1])([F:10])[CH2:3]4)=[O:51])[CH2:42][CH2:43][N:38]3[N:37]=2)[CH:32]=[CH:33][C:34]=1[F:35], predict the reactants needed to synthesize it.